This data is from Forward reaction prediction with 1.9M reactions from USPTO patents (1976-2016). The task is: Predict the product of the given reaction. (1) Given the reactants B(F)(F)F.CSC.C[O:9][C:10]1[CH:11]=[C:12]([C:17]2[N:21]([CH2:22][C:23]#[N:24])[N:20]=[CH:19][C:18]=2[C:25]2[CH:30]=[CH:29][N:28]=[C:27]([C:31]3[CH:36]=[CH:35][CH:34]=[CH:33][C:32]=3[NH:37][C:38](=[O:40])[CH3:39])[CH:26]=2)[CH:13]=[C:14]([CH3:16])[CH:15]=1, predict the reaction product. The product is: [OH:9][C:10]1[CH:11]=[C:12]([C:17]2[N:21]([CH2:22][C:23]#[N:24])[N:20]=[CH:19][C:18]=2[C:25]2[CH:30]=[CH:29][N:28]=[C:27]([C:31]3[CH:36]=[CH:35][CH:34]=[CH:33][C:32]=3[NH:37][C:38](=[O:40])[CH3:39])[CH:26]=2)[CH:13]=[C:14]([CH3:16])[CH:15]=1. (2) Given the reactants C([O:8][C:9]1[CH:14]=[CH:13][C:12]([CH:15]2[CH2:19][N:18]([C:20]3[CH:21]=[C:22]([CH:25]=[CH:26][CH:27]=3)[C:23]#[N:24])[C:17](=[O:28])[CH2:16]2)=[CH:11][C:10]=1[O:29][CH:30]1[CH2:34][CH2:33][CH2:32][CH2:31]1)C1C=CC=CC=1, predict the reaction product. The product is: [CH:30]1([O:29][C:10]2[CH:11]=[C:12]([CH:15]3[CH2:19][N:18]([C:20]4[CH:21]=[C:22]([CH:25]=[CH:26][CH:27]=4)[C:23]#[N:24])[C:17](=[O:28])[CH2:16]3)[CH:13]=[CH:14][C:9]=2[OH:8])[CH2:34][CH2:33][CH2:32][CH2:31]1.